Dataset: Peptide-MHC class II binding affinity with 134,281 pairs from IEDB. Task: Regression. Given a peptide amino acid sequence and an MHC pseudo amino acid sequence, predict their binding affinity value. This is MHC class II binding data. (1) The peptide sequence is WCYYAAAQKEVSGVK. The MHC is DRB3_0202 with pseudo-sequence DRB3_0202. The binding affinity (normalized) is 0. (2) The peptide sequence is GMTGMLWETSLLDPE. The MHC is DRB1_0101 with pseudo-sequence DRB1_0101. The binding affinity (normalized) is 0.146. (3) The peptide sequence is LECQVQTAVDFGNSY. The MHC is DRB1_0901 with pseudo-sequence DRB1_0901. The binding affinity (normalized) is 0.431. (4) The peptide sequence is AAATAGTTVYGAFAF. The MHC is HLA-DQA10501-DQB10301 with pseudo-sequence HLA-DQA10501-DQB10301. The binding affinity (normalized) is 0.621. (5) The peptide sequence is VYMDAVFEYTIDCDG. The MHC is DRB1_0801 with pseudo-sequence DRB1_0801. The binding affinity (normalized) is 0. (6) The MHC is HLA-DQA10501-DQB10301 with pseudo-sequence HLA-DQA10501-DQB10301. The binding affinity (normalized) is 0.239. The peptide sequence is NASHCNEMSWIQSIP. (7) The peptide sequence is LRIKSYEDAKSPLTA. The MHC is HLA-DQA10301-DQB10302 with pseudo-sequence HLA-DQA10301-DQB10302. The binding affinity (normalized) is 0.209. (8) The peptide sequence is LGGLWKTVSPHLSPI. The MHC is HLA-DQA10301-DQB10302 with pseudo-sequence HLA-DQA10301-DQB10302. The binding affinity (normalized) is 0.186.